From a dataset of NCI-60 drug combinations with 297,098 pairs across 59 cell lines. Regression. Given two drug SMILES strings and cell line genomic features, predict the synergy score measuring deviation from expected non-interaction effect. (1) Drug 1: CNC(=O)C1=CC=CC=C1SC2=CC3=C(C=C2)C(=NN3)C=CC4=CC=CC=N4. Drug 2: C1CCC(CC1)NC(=O)N(CCCl)N=O. Cell line: IGROV1. Synergy scores: CSS=24.0, Synergy_ZIP=-7.45, Synergy_Bliss=-2.14, Synergy_Loewe=-1.97, Synergy_HSA=-2.04. (2) Synergy scores: CSS=6.61, Synergy_ZIP=-11.9, Synergy_Bliss=-22.4, Synergy_Loewe=-44.5, Synergy_HSA=-22.2. Drug 1: CC12CCC3C(C1CCC2=O)CC(=C)C4=CC(=O)C=CC34C. Drug 2: C(CN)CNCCSP(=O)(O)O. Cell line: NCIH23.